Task: Predict the product of the given reaction.. Dataset: Forward reaction prediction with 1.9M reactions from USPTO patents (1976-2016) (1) Given the reactants [Br:1][C:2]1[CH:7]=[CH:6][C:5]([C:8]2[C:12]3[CH:13]=[CH:14][C:15]([O:17][CH2:18][CH2:19][CH2:20]Br)=[CH:16][C:11]=3[S:10][N:9]=2)=[CH:4][CH:3]=1.[N:22]1([C:28](=[O:30])[CH3:29])[CH2:27][CH2:26][NH:25][CH2:24][CH2:23]1, predict the reaction product. The product is: [Br:1][C:2]1[CH:7]=[CH:6][C:5]([C:8]2[C:12]3[CH:13]=[CH:14][C:15]([O:17][CH2:18][CH2:19][CH2:20][N:25]4[CH2:26][CH2:27][N:22]([C:28](=[O:30])[CH3:29])[CH2:23][CH2:24]4)=[CH:16][C:11]=3[S:10][N:9]=2)=[CH:4][CH:3]=1. (2) The product is: [NH2:12][CH2:11][C:4]1[CH:3]=[C:2]([Cl:1])[CH:7]=[CH:6][C:5]=1[NH:8][CH3:9]. Given the reactants [Cl:1][C:2]1[CH:7]=[CH:6][C:5]([NH:8][CH:9]=O)=[C:4]([C:11]#[N:12])[CH:3]=1, predict the reaction product. (3) Given the reactants [F:1][C:2]1[CH:3]=[CH:4][C:5]([N+:18]([O-:20])=[O:19])=[C:6]([CH:17]=1)[O:7][C@@H:8]1[CH2:12][O:11][C@@H:10]2[C:13](=[O:16])[CH2:14][O:15][C@H:9]12.[CH3:21][Li].[NH4+].[Cl-], predict the reaction product. The product is: [F:1][C:2]1[CH:3]=[CH:4][C:5]([N+:18]([O-:20])=[O:19])=[C:6]([CH:17]=1)[O:7][C@@H:8]1[CH2:12][O:11][C@@H:10]2[C@:13]([CH3:21])([OH:16])[CH2:14][O:15][C@H:9]12. (4) Given the reactants [CH3:1][O:2][C:3]1[C:4]([CH3:18])=[C:5]([S:9][CH2:10][C:11](=O)[CH2:12][C:13]([O:15][CH3:16])=[O:14])[CH:6]=[CH:7][CH:8]=1, predict the reaction product. The product is: [CH3:16][O:15][C:13](=[O:14])[CH2:12][C:11]1[C:6]2[CH:7]=[CH:8][C:3]([O:2][CH3:1])=[C:4]([CH3:18])[C:5]=2[S:9][CH:10]=1.